From a dataset of Catalyst prediction with 721,799 reactions and 888 catalyst types from USPTO. Predict which catalyst facilitates the given reaction. (1) Reactant: [F:1][C:2]([F:39])([F:38])[C:3]1[CH:4]=[C:5]([CH:31]=[C:32]([C:34]([F:37])([F:36])[F:35])[CH:33]=1)[CH2:6][N:7]([C@@H:10]1[C:19]2[C:14](=[CH:15][CH:16]=[C:17]([C:20]([F:23])([F:22])[F:21])[CH:18]=2)[N:13]([C:24]([O:26][CH2:27][CH3:28])=[O:25])[C@H:12]([CH2:29][CH3:30])[CH2:11]1)[C:8]#[N:9].[Cl-].[NH4+].[N-:42]=[N+:43]=[N-:44].[Na+]. Product: [F:36][C:34]([F:37])([F:35])[C:32]1[CH:31]=[C:5]([CH:4]=[C:3]([C:2]([F:1])([F:38])[F:39])[CH:33]=1)[CH2:6][N:7]([C:8]1[N:42]=[N:43][NH:44][N:9]=1)[C@@H:10]1[C:19]2[C:14](=[CH:15][CH:16]=[C:17]([C:20]([F:22])([F:23])[F:21])[CH:18]=2)[N:13]([C:24]([O:26][CH2:27][CH3:28])=[O:25])[C@H:12]([CH2:29][CH3:30])[CH2:11]1. The catalyst class is: 3. (2) Reactant: [CH3:1][O:2][C:3](=[O:11])[C:4]1[CH:9]=[C:8]([OH:10])[CH:7]=[N:6][CH:5]=1.[Br:12][C:13]1[CH:14]=[C:15]([C:20](=[O:22])[CH3:21])[CH:16]=[CH:17][C:18]=1F.C1OCCOCCOCCOCCOCCOC1.[F-].[K+]. Product: [CH3:1][O:2][C:3](=[O:11])[C:4]1[CH:9]=[C:8]([O:10][C:18]2[CH:17]=[CH:16][C:15]([C:20](=[O:22])[CH3:21])=[CH:14][C:13]=2[Br:12])[CH:7]=[N:6][CH:5]=1. The catalyst class is: 10. (3) Reactant: C[O:2][C:3](=[O:34])[CH2:4][CH2:5][C:6]1[CH:11]=[CH:10][C:9]([CH2:12][N:13]([S:24]([C:27]2[CH:32]=[CH:31][C:30]([Cl:33])=[CH:29][CH:28]=2)(=[O:26])=[O:25])[C@@H:14]2[CH2:20][C:19]([F:22])([F:21])[CH2:18][CH2:17][NH:16][C:15]2=[O:23])=[CH:8][CH:7]=1.[Li+].[OH-].O.Cl. Product: [Cl:33][C:30]1[CH:31]=[CH:32][C:27]([S:24]([N:13]([CH2:12][C:9]2[CH:8]=[CH:7][C:6]([CH2:5][CH2:4][C:3]([OH:34])=[O:2])=[CH:11][CH:10]=2)[C@@H:14]2[CH2:20][C:19]([F:22])([F:21])[CH2:18][CH2:17][NH:16][C:15]2=[O:23])(=[O:26])=[O:25])=[CH:28][CH:29]=1. The catalyst class is: 125. (4) Reactant: [C:1]([OH:5])(C)([CH3:3])[CH3:2].[CH2:6]([C:8]1[CH:9]=[CH:10]C(C=C)=[N:12][CH:13]=1)[CH3:7].BrN1C(=O)CCC1=O.[OH-].[Na+]. Product: [CH2:9]([C:8]1[CH:6]=[CH:7][C:2]([CH:1]2[CH2:3][O:5]2)=[N:12][CH:13]=1)[CH3:10]. The catalyst class is: 6. (5) Reactant: Br[C:2]1[C:3]2[N:4]([N:9]=[C:10]([NH2:12])[N:11]=2)[CH:5]=[C:6]([CH3:8])[CH:7]=1.[F:13][C:14]1[CH:19]=[CH:18][C:17](B(O)O)=[C:16]([O:23][CH3:24])[CH:15]=1. Product: [F:13][C:14]1[CH:19]=[CH:18][C:17]([C:2]2[C:3]3[N:4]([N:9]=[C:10]([NH2:12])[N:11]=3)[CH:5]=[C:6]([CH3:8])[CH:7]=2)=[C:16]([O:23][CH3:24])[CH:15]=1. The catalyst class is: 216. (6) Reactant: C(O[C:4](=[O:27])[C:5](=[CH:11][NH:12][C:13]1[CH:14]=[CH:15][C:16]([NH:19][CH2:20][C:21]2[CH:26]=[CH:25][CH:24]=[CH:23][CH:22]=2)=[N:17][CH:18]=1)[C:6]([O:8][CH2:9][CH3:10])=[O:7])C. Product: [CH2:20]([NH:19][C:16]1[N:17]=[C:18]2[C:13](=[CH:14][CH:15]=1)[NH:12][CH:11]=[C:5]([C:6]([O:8][CH2:9][CH3:10])=[O:7])[C:4]2=[O:27])[C:21]1[CH:22]=[CH:23][CH:24]=[CH:25][CH:26]=1. The catalyst class is: 400. (7) Reactant: Cl[C:2]1[N:7]=[C:6]([C:8]2[CH:13]=[CH:12][CH:11]=[CH:10][CH:9]=2)[N:5]=[C:4]([C:14]([NH:16][C:17]2[CH:22]=[CH:21][CH:20]=[CH:19][C:18]=2[C:23]2[S:24][C:25]([C:28]3[CH:33]=[CH:32][CH:31]=[CH:30][CH:29]=3)=[N:26][N:27]=2)=[O:15])[CH:3]=1.[CH3:34][N:35]([CH3:39])[CH2:36][CH2:37][NH2:38]. Product: [CH3:34][N:35]([CH3:39])[CH2:36][CH2:37][NH:38][C:2]1[N:7]=[C:6]([C:8]2[CH:13]=[CH:12][CH:11]=[CH:10][CH:9]=2)[N:5]=[C:4]([C:14]([NH:16][C:17]2[CH:22]=[CH:21][CH:20]=[CH:19][C:18]=2[C:23]2[S:24][C:25]([C:28]3[CH:33]=[CH:32][CH:31]=[CH:30][CH:29]=3)=[N:26][N:27]=2)=[O:15])[CH:3]=1. The catalyst class is: 20.